This data is from Full USPTO retrosynthesis dataset with 1.9M reactions from patents (1976-2016). The task is: Predict the reactants needed to synthesize the given product. (1) Given the product [OH:8][C:5]1[CH:6]=[CH:7][C:2]([NH:1][CH2:15][C:11]2[CH:10]=[N:9][CH:14]=[CH:13][CH:12]=2)=[CH:3][CH:4]=1, predict the reactants needed to synthesize it. The reactants are: [NH2:1][C:2]1[CH:7]=[CH:6][C:5]([OH:8])=[CH:4][CH:3]=1.[N:9]1[CH:14]=[CH:13][CH:12]=[C:11]([CH:15]=O)[CH:10]=1.[BH4-].[Na+]. (2) Given the product [Cl:1][C:2]1[N:3]=[C:4]([N:13]2[CH2:18][CH2:17][O:16][CH2:15][CH2:14]2)[C:5]2[S:10][C:9]([S:21]([CH3:25])(=[O:23])=[O:20])=[N:8][C:6]=2[N:7]=1, predict the reactants needed to synthesize it. The reactants are: [Cl:1][C:2]1[N:3]=[C:4]([N:13]2[CH2:18][CH2:17][O:16][CH2:15][CH2:14]2)[C:5]2[S:10][C:9](SC)=[N:8][C:6]=2[N:7]=1.O[O:20][S:21]([O-:23])=O.[K+].[CH2:25](Cl)Cl. (3) Given the product [Br:13][C:14]1[CH:19]=[C:18]([C:17]([F:20])=[CH:16][N:15]=1)[CH:24]=[O:25], predict the reactants needed to synthesize it. The reactants are: C([Li])CCC.C(NC(C)C)(C)C.[Br:13][C:14]1[CH:19]=[CH:18][C:17]([F:20])=[CH:16][N:15]=1.CN([CH:24]=[O:25])C.Cl.O1CCOCC1. (4) The reactants are: C[O-].[Na+].C(O[O:8][CH:9](OC)[C:10]1[CH:15]=[CH:14][N:13]=[C:12]([NH:16][C:17](=[O:19])[CH3:18])[N:11]=1)(=O)C.Cl. Given the product [C:17]([NH:16][C:12]1[N:11]=[C:10]([CH:9]=[O:8])[CH:15]=[CH:14][N:13]=1)(=[O:19])[CH3:18], predict the reactants needed to synthesize it. (5) Given the product [Cl:22][C:23]([Cl:27])([Cl:26])[C:24](=[NH:25])[O:13][CH:11]([C:9]1[CH:10]=[C:2]([Br:1])[CH:3]=[C:4]2[C:8]=1[N:7]([CH2:14][O:15][CH2:16][CH2:17][Si:18]([CH3:20])([CH3:19])[CH3:21])[N:6]=[CH:5]2)[CH3:12], predict the reactants needed to synthesize it. The reactants are: [Br:1][C:2]1[CH:3]=[C:4]2[C:8](=[C:9]([CH:11]([OH:13])[CH3:12])[CH:10]=1)[N:7]([CH2:14][O:15][CH2:16][CH2:17][Si:18]([CH3:21])([CH3:20])[CH3:19])[N:6]=[CH:5]2.[Cl:22][C:23]([Cl:27])([Cl:26])[C:24]#[N:25].C1(C2CCCCCCCCCC=2)CCCCCCCCNN=1. (6) Given the product [NH2:1][C:4]1[CH:9]=[CH:8][CH:7]=[CH:6][C:5]=1[C:10](=[O:42])[CH2:11][N:12]1[C:21](=[O:22])[C:20]2[N:19]([CH2:23][C:24]#[C:25][CH3:26])[C:18]([N:27]3[CH2:32][CH2:31][CH2:30][C@@H:29]([NH:33][C:34]([O:36][C:37]([CH3:39])([CH3:38])[CH3:40])=[O:35])[CH2:28]3)=[N:17][C:16]=2[N:15]([CH3:41])[C:13]1=[O:14], predict the reactants needed to synthesize it. The reactants are: [N+:1]([C:4]1[CH:9]=[CH:8][CH:7]=[CH:6][C:5]=1[C:10](=[O:42])[CH2:11][N:12]1[C:21](=[O:22])[C:20]2[N:19]([CH2:23][C:24]#[C:25][CH3:26])[C:18]([N:27]3[CH2:32][CH2:31][CH2:30][C@@H:29]([NH:33][C:34]([O:36][C:37]([CH3:40])([CH3:39])[CH3:38])=[O:35])[CH2:28]3)=[N:17][C:16]=2[N:15]([CH3:41])[C:13]1=[O:14])([O-])=O.S(S([O-])=O)([O-])=O.[Na+].[Na+].C1CCCCC1.C(OCC)(=O)C. (7) Given the product [ClH:36].[NH2:8][N:9]1[C:15](=[O:16])[CH:14]([CH2:37][C:38](=[O:43])[C:39]([CH3:42])([CH3:41])[CH3:40])[C:13]2[CH:12]=[CH:20][CH:19]=[CH:18][C:17]=2[C:24]2[CH:23]=[CH:22][CH:21]=[CH:11][C:10]1=2, predict the reactants needed to synthesize it. The reactants are: C([NH:8][N:9]1[C:15](=[O:16])[CH2:14][C:13]2[CH:17]=[CH:18][CH:19]=[CH:20][C:12]=2[C:11]2[CH:21]=[CH:22][CH:23]=[CH:24][C:10]1=2)(OC(C)(C)C)=O.CN(C=O)C.C([O-])([O-])=O.[Cs+].[Cs+].[Cl:36][CH2:37][C:38](=[O:43])[C:39]([CH3:42])([CH3:41])[CH3:40].